This data is from Human liver microsome stability data. The task is: Regression/Classification. Given a drug SMILES string, predict its absorption, distribution, metabolism, or excretion properties. Task type varies by dataset: regression for continuous measurements (e.g., permeability, clearance, half-life) or binary classification for categorical outcomes (e.g., BBB penetration, CYP inhibition). Dataset: hlm. (1) The compound is CNC(=O)[C@@H](NC(=O)c1ccc(-c2ccc(CSc3nc(O)c4c(n3)CCC4)c(F)c2)o1)C1CCOCC1. The result is 1 (stable in human liver microsomes). (2) The compound is CS(=O)(=O)Nc1ccc2c(c1)S(=O)(=O)NC(C1=C(O)C[C@@H](c3ccc(F)cc3)N(Cc3ccc(F)cc3)C1=O)=N2. The result is 0 (unstable in human liver microsomes). (3) The result is 1 (stable in human liver microsomes). The drug is COC[C@H]1C[C@H](C(=O)NCc2cccc(C)n2)CN(Cc2nc(-c3ccccc3)oc2C)C1. (4) The result is 0 (unstable in human liver microsomes). The molecule is Cc1nnsc1C1=NNC(=O)C1=Cc1cn(C)c2cccc(OCc3ccccc3)c12. (5) The molecule is Cc1ccc(C)c(NC(=O)NC(=O)CSc2nc3ccccc3nc2C)c1. The result is 0 (unstable in human liver microsomes). (6) The compound is CC(C)[C@H](NS(=O)(=O)c1ccc2c(c1)oc1ccc(N3CCOC3=O)cc12)C(=O)O. The result is 0 (unstable in human liver microsomes). (7) The compound is FC(F)Oc1cccc(C(c2nnnn2Cc2ccccc2)N2CCCN(C3CCC3)CC2)c1. The result is 1 (stable in human liver microsomes). (8) The drug is COCCNC(=O)c1ccc2c(c1)CC(c1nc(O)c3cc(-c4cn[nH]c4)ccc3n1)CO2. The result is 0 (unstable in human liver microsomes). (9) The compound is O=C(C1CCNCC1)N1CCC(NS(=O)(=O)c2cc(S(=O)(=O)c3ccccc3)ccc2C(F)(F)F)CC1. The result is 0 (unstable in human liver microsomes). (10) The compound is CCc1nc(N)nc(N)c1-c1ccc2c(c1)N(CCNC(C)=O)C(=O)C(C)(C)O2. The result is 0 (unstable in human liver microsomes).